This data is from Reaction yield outcomes from USPTO patents with 853,638 reactions. The task is: Predict the reaction yield, written as a fraction of the theoretical maximum amount of product (1.0 means a 100% yield; for example, 0.34 means a 34% yield). The reactants are [F-].[Cs+].[CH2:3]([O:10][N:11]1[C:17](=[O:18])[N:16]2[CH2:19][C@H:12]1[CH2:13][CH2:14][C@H:15]2[C:20]1[CH:24]=[C:23]([Si](C)(C)C)[O:22][N:21]=1)[C:4]1[CH:9]=[CH:8][CH:7]=[CH:6][CH:5]=1. The catalyst is CC#N.CCO. The product is [CH2:3]([O:10][N:11]1[C:17](=[O:18])[N:16]2[CH2:19][C@H:12]1[CH2:13][CH2:14][C@H:15]2[C:20]1[CH:24]=[CH:23][O:22][N:21]=1)[C:4]1[CH:9]=[CH:8][CH:7]=[CH:6][CH:5]=1. The yield is 0.770.